Dataset: Peptide-MHC class I binding affinity with 185,985 pairs from IEDB/IMGT. Task: Regression. Given a peptide amino acid sequence and an MHC pseudo amino acid sequence, predict their binding affinity value. This is MHC class I binding data. (1) The peptide sequence is RKAVFISPY. The MHC is HLA-A23:01 with pseudo-sequence HLA-A23:01. The binding affinity (normalized) is 0. (2) The peptide sequence is IIWGELFGV. The MHC is HLA-A02:01 with pseudo-sequence HLA-A02:01. The binding affinity (normalized) is 0.922. (3) The peptide sequence is YAVQYRRKGG. The MHC is H-2-Kb with pseudo-sequence H-2-Kb. The binding affinity (normalized) is 0. (4) The peptide sequence is GSVNVVYTF. The binding affinity (normalized) is 0.718. The MHC is HLA-B58:01 with pseudo-sequence HLA-B58:01. (5) The peptide sequence is TVAHQVCPY. The MHC is HLA-A31:01 with pseudo-sequence HLA-A31:01. The binding affinity (normalized) is 0.0847. (6) The peptide sequence is YNIDRLNAL. The MHC is HLA-A26:03 with pseudo-sequence HLA-A26:03. The binding affinity (normalized) is 0.492. (7) The peptide sequence is DELRLNCVY. The MHC is Mamu-A11 with pseudo-sequence Mamu-A11. The binding affinity (normalized) is 0.0865. (8) The peptide sequence is FLPSDYFPSL. The MHC is HLA-A02:07 with pseudo-sequence HLA-A02:07. The binding affinity (normalized) is 0.574. (9) The peptide sequence is ITLYEYDHF. The MHC is HLA-B57:01 with pseudo-sequence HLA-B57:01. The binding affinity (normalized) is 0.550.